This data is from Forward reaction prediction with 1.9M reactions from USPTO patents (1976-2016). The task is: Predict the product of the given reaction. (1) Given the reactants [NH:1]1[CH2:6][CH2:5][O:4][CH2:3][CH2:2]1.[Cl:7][C:8]1[N:9]=[C:10](Cl)[C:11]2[S:16][CH:15]=[CH:14][C:12]=2[N:13]=1, predict the reaction product. The product is: [Cl:7][C:8]1[N:9]=[C:10]([N:1]2[CH2:6][CH2:5][O:4][CH2:3][CH2:2]2)[C:11]2[S:16][CH:15]=[CH:14][C:12]=2[N:13]=1. (2) Given the reactants [F:1][C:2]([F:38])([F:37])[C:3]1[CH:4]=[C:5]([C@H:13]([O:15][C@H:16]2[CH2:20][N:19]([C:21]([O:23][C:24]([CH3:27])([CH3:26])[CH3:25])=[O:22])[C@@H:18]([CH:28]=[O:29])[C@@H:17]2[C:30]2[CH:35]=[CH:34][C:33]([F:36])=[CH:32][CH:31]=2)[CH3:14])[CH:6]=[C:7]([C:9]([F:12])([F:11])[F:10])[CH:8]=1.[CH3:39][Mg]Br, predict the reaction product. The product is: [F:38][C:2]([F:1])([F:37])[C:3]1[CH:4]=[C:5]([C@H:13]([O:15][C@H:16]2[CH2:20][N:19]([C:21]([O:23][C:24]([CH3:25])([CH3:27])[CH3:26])=[O:22])[C@@H:18]([CH:28]([OH:29])[CH3:39])[C@@H:17]2[C:30]2[CH:35]=[CH:34][C:33]([F:36])=[CH:32][CH:31]=2)[CH3:14])[CH:6]=[C:7]([C:9]([F:10])([F:11])[F:12])[CH:8]=1. (3) Given the reactants C([C@@H]([C@H](C(O)=O)O)O)(O)=O.[CH2:11]([O:18][C:19](=[O:36])[C:20]([CH3:35])([O:22][C:23]1[CH:28]=[CH:27][CH:26]=[C:25]([C@@H:29]2[CH2:34][CH2:33][CH2:32][NH:31][CH2:30]2)[CH:24]=1)[CH3:21])[C:12]1[CH:17]=[CH:16][CH:15]=[CH:14][CH:13]=1.C(=O)(O)[O-].[Na+].Cl[C:43]([O:45][CH3:46])=[O:44].Cl, predict the reaction product. The product is: [CH3:46][O:45][C:43]([N:31]1[CH2:32][CH2:33][CH2:34][C@@H:29]([C:25]2[CH:26]=[CH:27][CH:28]=[C:23]([O:22][C:20]([C:19]([O:18][CH2:11][C:12]3[CH:17]=[CH:16][CH:15]=[CH:14][CH:13]=3)=[O:36])([CH3:21])[CH3:35])[CH:24]=2)[CH2:30]1)=[O:44]. (4) Given the reactants [CH3:1][C:2]1[CH:3]=[N:4][C:5]([CH2:11][S+:12]([O-:24])[C:13]2[NH:14][C:15]3[CH:16]=[CH:17][C:18]([O:22][CH3:23])=[CH:19][C:20]=3[N:21]=2)=[C:6]([CH3:10])[C:7]=1[O:8][CH3:9], predict the reaction product. The product is: [CH3:1][C:2]1[C:7]([O:8][CH3:9])=[C:6]([CH3:10])[C:5]([CH2:11][N:14]2[C:13]([S:12]([CH2:11][C:5]3[C:6]([CH3:10])=[C:7]([O:8][CH3:9])[C:2]([CH3:1])=[CH:3][N:4]=3)=[O:24])=[N:21][C:20]3[CH:19]=[C:18]([O:22][CH3:23])[CH:17]=[CH:16][C:15]2=3)=[N:4][CH:3]=1.